From a dataset of Reaction yield outcomes from USPTO patents with 853,638 reactions. Predict the reaction yield, written as a fraction of the theoretical maximum amount of product (1.0 means a 100% yield; for example, 0.34 means a 34% yield). (1) The reactants are ClC1C=[C:4]([CH3:8])[N:5]=[N:6]C=1.[C:9]([N:16]1CCC(N)C[CH2:17]1)([O:11][C:12]([CH3:15])([CH3:14])[CH3:13])=[O:10].[CH3:23][CH2:24][N:25]([CH:29]([CH3:31])[CH3:30])[CH:26]([CH3:28])C. The catalyst is CN1C(=O)CCC1. The product is [CH3:8][C:4]1[N:5]=[N:6][CH:30]=[C:29]([N:25]2[CH2:24][CH2:23][CH:17]([NH:16][C:9](=[O:10])[O:11][C:12]([CH3:15])([CH3:14])[CH3:13])[CH2:28][CH2:26]2)[CH:31]=1. The yield is 0.740. (2) The reactants are C[Si]([N-][Si](C)(C)C)(C)C.[K+].[CH2:11]([O:13][C:14](=[O:30])[CH2:15][N:16]=[C:17]([C:24]1[CH:29]=[CH:28][CH:27]=[CH:26][CH:25]=1)[C:18]1[CH:23]=[CH:22][CH:21]=[CH:20][CH:19]=1)[CH3:12].C(=O)=O.C[C:35]([CH3:37])=O.I[CH2:39][CH3:40]. The catalyst is O1CCCC1. The product is [C:18]1([C:17](=[N:16][C:15]([CH2:35][CH3:37])([CH2:39][CH3:40])[C:14]([O:13][CH2:11][CH3:12])=[O:30])[C:24]2[CH:29]=[CH:28][CH:27]=[CH:26][CH:25]=2)[CH:19]=[CH:20][CH:21]=[CH:22][CH:23]=1. The yield is 0.970. (3) The product is [Cl:1][C:2]1[N:7]=[CH:6][C:5]([S:8]([N:11]([CH2:35][CH:36]([OH:25])[CH2:37][OH:38])[C:15]2[CH:20]=[CH:19][CH:18]=[CH:17][CH:16]=2)(=[O:10])=[O:9])=[CH:4][CH:3]=1. The yield is 0.800. The reactants are [Cl:1][C:2]1[N:7]=[CH:6][C:5]([S:8]([N:11]([C:15]2[CH:20]=[CH:19][CH:18]=[CH:17][CH:16]=2)CC=C)(=[O:10])=[O:9])=[CH:4][CH:3]=1.C[N+]1([O-])CC[O:25]CC1.CCCCCC.[CH2:35]1C[O:38][CH2:37][CH2:36]1. The catalyst is CC(O)(C)C.O.O=[Os](=O)(=O)=O. (4) The product is [CH3:8][O:9][C:10](=[O:30])[CH2:11][C:12]1[C:21]([CH3:22])=[C:20]([CH:23]2[CH2:24][CH2:25][N:26]([S:48]([CH2:47][C:43]3[CH:44]=[CH:45][CH:46]=[C:41]([Cl:40])[CH:42]=3)(=[O:49])=[O:50])[CH2:27][CH2:28]2)[C:19]2[C:14](=[CH:15][CH:16]=[C:17]([F:29])[CH:18]=2)[CH:13]=1. The yield is 0.440. The catalyst is C(Cl)Cl.O. The reactants are FC(F)(F)C(O)=O.[CH3:8][O:9][C:10](=[O:30])[CH2:11][C:12]1[C:21]([CH3:22])=[C:20]([CH:23]2[CH2:28][CH2:27][NH:26][CH2:25][CH2:24]2)[C:19]2[C:14](=[CH:15][CH:16]=[C:17]([F:29])[CH:18]=2)[CH:13]=1.C(N(CC)C(C)C)(C)C.[Cl:40][C:41]1[CH:42]=[C:43]([CH2:47][S:48](Cl)(=[O:50])=[O:49])[CH:44]=[CH:45][CH:46]=1. (5) The catalyst is C1(C)C=CC=CC=1. The yield is 0.500. The product is [C:1]1([C:7]2[CH2:8][CH:9]([C:1]3[CH:6]=[CH:5][N:15]=[CH:3][CH:2]=3)[C:10](=[O:13])[NH:11][N:12]=2)[CH:2]=[CH:3][CH:4]=[CH:5][CH:6]=1. The reactants are [C:1]1([C:7]2[CH:8]=[CH:9][C:10](=[O:13])[NH:11][N:12]=2)[CH:6]=[CH:5][CH:4]=[CH:3][CH:2]=1.[Cl-].[NH4+:15].